This data is from Full USPTO retrosynthesis dataset with 1.9M reactions from patents (1976-2016). The task is: Predict the reactants needed to synthesize the given product. (1) Given the product [Cl:17][C:18]1[CH:26]=[CH:25][C:21]([C:22]([NH:1][CH2:2][C:3]2([OH:16])[CH2:4][CH2:5][N:6]([C:9]([O:11][C:12]([CH3:13])([CH3:15])[CH3:14])=[O:10])[CH2:7][CH2:8]2)=[O:23])=[CH:20][CH:19]=1, predict the reactants needed to synthesize it. The reactants are: [NH2:1][CH2:2][C:3]1([OH:16])[CH2:8][CH2:7][N:6]([C:9]([O:11][C:12]([CH3:15])([CH3:14])[CH3:13])=[O:10])[CH2:5][CH2:4]1.[Cl:17][C:18]1[CH:26]=[CH:25][C:21]([C:22](O)=[O:23])=[CH:20][CH:19]=1.C(N(CC)CC)C.F[P-](F)(F)(F)(F)F.N1(O[P+](N(C)C)(N(C)C)N(C)C)C2C=CC=CC=2N=N1. (2) Given the product [F:1][C:2]1[CH:9]=[C:8]([N:17]2[CH2:18][CH2:19][C@H:15]([C:12]([OH:11])([CH3:14])[CH3:13])[C@@H:16]2[CH3:20])[CH:7]=[CH:6][C:3]=1[C:4]#[N:5], predict the reactants needed to synthesize it. The reactants are: [F:1][C:2]1[CH:9]=[C:8](F)[CH:7]=[CH:6][C:3]=1[C:4]#[N:5].[OH:11][C:12]([C@H:15]1[CH2:19][CH2:18][NH:17][C@H:16]1[CH3:20])([CH3:14])[CH3:13].C(=O)([O-])[O-].[Li+].[Li+]. (3) Given the product [NH2:1][C:2]1[N:6]([C:7]2[CH:12]=[CH:11][CH:10]=[CH:9][CH:8]=2)[N:5]=[C:4]([C:13]([OH:15])=[O:14])[CH:3]=1, predict the reactants needed to synthesize it. The reactants are: [NH2:1][C:2]1[N:6]([C:7]2[CH:12]=[CH:11][CH:10]=[CH:9][CH:8]=2)[N:5]=[C:4]([C:13]([O:15]CC)=[O:14])[CH:3]=1.[OH-].[Na+]. (4) The reactants are: [C:1]([CH:3]([CH:7]1[C:11]([Cl:12])=[C:10](Cl)C(=O)O1)[C:4]([NH2:6])=[O:5])#[N:2].[F:15][C:16]1[CH:21]=[C:20]([F:22])[C:19]([F:23])=[CH:18][C:17]=1[CH2:24][NH2:25]. Given the product [ClH:12].[Cl:12][C:11]1[CH:7]=[C:3]([C:4]([NH2:6])=[O:5])[C:1](=[NH:2])[N:25]([CH2:24][C:17]2[CH:18]=[C:19]([F:23])[C:20]([F:22])=[CH:21][C:16]=2[F:15])[CH:10]=1, predict the reactants needed to synthesize it.